Dataset: Forward reaction prediction with 1.9M reactions from USPTO patents (1976-2016). Task: Predict the product of the given reaction. (1) Given the reactants [C:1]([O:5][C:6]([N:8]1[C:12]2[CH:13]=[CH:14][CH:15]=[CH:16][C:11]=2[N:10]=[C:9]1[CH2:17][NH:18][CH:19]1[C:28]2[N:27]=[CH:26][CH:25]=[CH:24][C:23]=2[CH2:22][CH2:21][CH2:20]1)=[O:7])([CH3:4])([CH3:3])[CH3:2].[O:29]=[C:30]1[C:38]2[C:33](=[CH:34][CH:35]=[CH:36][CH:37]=2)[C:32](=[O:39])[N:31]1[CH2:40][CH2:41][C:42]1([CH:45]=O)[CH2:44][CH2:43]1.[BH-](OC(C)=O)(OC(C)=O)OC(C)=O.[Na+], predict the reaction product. The product is: [C:1]([O:5][C:6]([N:8]1[C:12]2[CH:13]=[CH:14][CH:15]=[CH:16][C:11]=2[N:10]=[C:9]1[CH2:17][N:18]([CH2:45][C:42]1([CH2:41][CH2:40][N:31]2[C:30](=[O:29])[C:38]3[C:33](=[CH:34][CH:35]=[CH:36][CH:37]=3)[C:32]2=[O:39])[CH2:44][CH2:43]1)[CH:19]1[C:28]2[N:27]=[CH:26][CH:25]=[CH:24][C:23]=2[CH2:22][CH2:21][CH2:20]1)=[O:7])([CH3:4])([CH3:2])[CH3:3]. (2) Given the reactants [CH3:1][CH2:2][C@@H:3]([C@H:5]([NH:90][C:91]([C@H:93]1[N:97]([C:98]([CH2:100][NH:101][C:102]([C@@H:104]([NH:112][C:113]([C@@H:115]([NH:120][C:121]([C@@H:123]([NH:128][C:129]([C@@H:131]([NH:134][C:135]([C@@H:137]([NH:140][C:141]([C@@H:143]([NH:150][C:151]([C@@H:153]([NH:157][C:158]([C@@H:160]([NH:165][C:166]([C@@H:168]([NH:176][C:177]([C@@H:179]([NH:184][C:185]([C@@H:187]([NH:189][C:190]([C@@H:192]([NH:197][C:198]([C@@H:200]([NH:208][C:209]([C@@H:211]([NH:217][C:218]([C@@H:220]([NH:224][C:225]([C@@H:227]([NH:229][C:230]([C@H:232]2[NH:256][C:254](=[O:255])[C@H:253]([C@H:257]([OH:259])[CH3:258])[NH:252][C:250](=[O:251])[C@H:249]([CH3:260])[NH:248][C:246](=[O:247])[C@H:245]([C@H:261]([OH:263])[CH3:262])[NH:244][C:242](=[O:243])[C@H:241]([CH2:264][C:265]([NH2:267])=[O:266])[NH:240][C:238](=[O:239])[C@@H:237]([NH:268][C:269]([C@@H:271]([NH2:277])[CH2:272][CH2:273][CH2:274][CH2:275][NH2:276])=[O:270])[CH2:236][S:235][S:234][CH2:233]2)=[O:231])[CH3:228])=[O:226])[C@H:221]([OH:223])[CH3:222])=[O:219])[CH2:212][CH2:213][C:214]([NH2:216])=[O:215])=[O:210])[CH2:201][CH2:202][CH2:203][NH:204][C:205]([NH2:207])=[NH:206])=[O:199])[CH2:193][CH:194]([CH3:196])[CH3:195])=[O:191])[CH3:188])=[O:186])[CH2:180][C:181]([NH2:183])=[O:182])=[O:178])[CH2:169][C:170]2[CH:171]=[CH:172][CH:173]=[CH:174][CH:175]=2)=[O:167])[CH2:161][CH:162]([CH3:164])[CH3:163])=[O:159])[CH:154]([CH3:156])[CH3:155])=[O:152])[CH2:144][C:145]2[N:149]=[CH:148][NH:147][CH:146]=2)=[O:142])[CH2:138][OH:139])=[O:136])[CH2:132][OH:133])=[O:130])[CH2:124][C:125]([NH2:127])=[O:126])=[O:122])[CH2:116][C:117]([NH2:119])=[O:118])=[O:114])[CH2:105][C:106]2[CH:107]=[CH:108][CH:109]=[CH:110][CH:111]=2)=[O:103])=[O:99])[CH2:96][CH2:95][CH2:94]1)=[O:92])[C:6]([NH:8][C@H:9]([C:14]([N:16]1[C@H:20]([C:21]([N:23]2[C@H:27]([C:28]([NH:30][C@H:31]([C:35]([NH:37][C@H:38]([C:43]([NH:45][C@H:46]([C:50]([NH:52][CH2:53][C:54]([NH:56][C@H:57]([C:60]([NH:62][C@H:63]([C:68]([NH:70][C@H:71]([C:75]([NH:77][C@H:78]([C:87]([NH2:89])=[O:88])[CH2:79][C:80]3[CH:81]=[CH:82][C:83]([OH:86])=[CH:84][CH:85]=3)=[O:76])[C@H:72]([OH:74])[CH3:73])=[O:69])[CH2:64][C:65]([NH2:67])=[O:66])=[O:61])[CH2:58][OH:59])=[O:55])=[O:51])[CH:47]([CH3:49])[CH3:48])=[O:44])[CH2:39][C:40]([NH2:42])=[O:41])=[O:36])[C@H:32]([OH:34])[CH3:33])=[O:29])[CH2:26][CH2:25][CH2:24]2)=[O:22])[CH2:19][CH2:18][CH2:17]1)=[O:15])[CH2:10][CH:11]([CH3:13])[CH3:12])=[O:7])[CH3:4].F[C:279](F)(F)[C:280]([O-:282])=[O:281].C(O)(C(F)(F)F)=O.C([O-])(=O)C, predict the reaction product. The product is: [CH3:1][CH2:2][C@@H:3]([C@H:5]([NH:90][C:91]([C@H:93]1[N:97]([C:98]([CH2:100][NH:101][C:102]([C@@H:104]([NH:112][C:113]([C@@H:115]([NH:120][C:121]([C@@H:123]([NH:128][C:129]([C@@H:131]([NH:134][C:135]([C@@H:137]([NH:140][C:141]([C@@H:143]([NH:150][C:151]([C@@H:153]([NH:157][C:158]([C@@H:160]([NH:165][C:166]([C@@H:168]([NH:176][C:177]([C@@H:179]([NH:184][C:185]([C@@H:187]([NH:189][C:190]([C@@H:192]([NH:197][C:198]([C@@H:200]([NH:208][C:209]([C@@H:211]([NH:217][C:218]([C@@H:220]([NH:224][C:225]([C@@H:227]([NH:229][C:230]([C@H:232]2[NH:256][C:254](=[O:255])[C@H:253]([C@H:257]([OH:259])[CH3:258])[NH:252][C:250](=[O:251])[C@H:249]([CH3:260])[NH:248][C:246](=[O:247])[C@H:245]([C@H:261]([OH:263])[CH3:262])[NH:244][C:242](=[O:243])[C@H:241]([CH2:264][C:265]([NH2:267])=[O:266])[NH:240][C:238](=[O:239])[C@@H:237]([NH:268][C:269]([C@@H:271]([NH2:277])[CH2:272][CH2:273][CH2:274][CH2:275][NH2:276])=[O:270])[CH2:236][S:235][S:234][CH2:233]2)=[O:231])[CH3:228])=[O:226])[C@H:221]([OH:223])[CH3:222])=[O:219])[CH2:212][CH2:213][C:214]([NH2:216])=[O:215])=[O:210])[CH2:201][CH2:202][CH2:203][NH:204][C:205]([NH2:207])=[NH:206])=[O:199])[CH2:193][CH:194]([CH3:195])[CH3:196])=[O:191])[CH3:188])=[O:186])[CH2:180][C:181]([NH2:183])=[O:182])=[O:178])[CH2:169][C:170]2[CH:171]=[CH:172][CH:173]=[CH:174][CH:175]=2)=[O:167])[CH2:161][CH:162]([CH3:164])[CH3:163])=[O:159])[CH:154]([CH3:156])[CH3:155])=[O:152])[CH2:144][C:145]2[N:149]=[CH:148][NH:147][CH:146]=2)=[O:142])[CH2:138][OH:139])=[O:136])[CH2:132][OH:133])=[O:130])[CH2:124][C:125]([NH2:127])=[O:126])=[O:122])[CH2:116][C:117]([NH2:119])=[O:118])=[O:114])[CH2:105][C:106]2[CH:107]=[CH:108][CH:109]=[CH:110][CH:111]=2)=[O:103])=[O:99])[CH2:96][CH2:95][CH2:94]1)=[O:92])[C:6]([NH:8][C@H:9]([C:14]([N:16]1[C@H:20]([C:21]([N:23]2[C@H:27]([C:28]([NH:30][C@H:31]([C:35]([NH:37][C@H:38]([C:43]([NH:45][C@H:46]([C:50]([NH:52][CH2:53][C:54]([NH:56][C@H:57]([C:60]([NH:62][C@H:63]([C:68]([NH:70][C@H:71]([C:75]([NH:77][C@H:78]([C:87]([NH2:89])=[O:88])[CH2:79][C:80]3[CH:81]=[CH:82][C:83]([OH:86])=[CH:84][CH:85]=3)=[O:76])[C@H:72]([OH:74])[CH3:73])=[O:69])[CH2:64][C:65]([NH2:67])=[O:66])=[O:61])[CH2:58][OH:59])=[O:55])=[O:51])[CH:47]([CH3:48])[CH3:49])=[O:44])[CH2:39][C:40]([NH2:42])=[O:41])=[O:36])[C@H:32]([OH:34])[CH3:33])=[O:29])[CH2:26][CH2:25][CH2:24]2)=[O:22])[CH2:19][CH2:18][CH2:17]1)=[O:15])[CH2:10][CH:11]([CH3:13])[CH3:12])=[O:7])[CH3:4].[C:280]([O-:282])(=[O:281])[CH3:279]. (3) The product is: [Cl:17][C:14]1[CH:15]=[N:16][C:4]2[N:3]=[C:2]([N:22]3[CH2:23][CH2:24][N:19]([CH3:18])[CH2:20][CH2:21]3)[N:7]3[N:8]=[C:9]([CH2:11][CH3:12])[N:10]=[C:6]3[C:5]=2[CH:13]=1. Given the reactants Cl[C:2]1[N:7]2[N:8]=[C:9]([CH2:11][CH3:12])[N:10]=[C:6]2[C:5]2[CH:13]=[C:14]([Cl:17])[CH:15]=[N:16][C:4]=2[N:3]=1.[CH3:18][N:19]1[CH2:24][CH2:23][NH:22][CH2:21][CH2:20]1, predict the reaction product. (4) Given the reactants [N+:1]([C:4]1[CH:5]=[C:6]([CH:9]=[CH:10][CH:11]=1)[CH2:7]Cl)([O-:3])=[O:2].[C:12]1([S-:18])[CH:17]=[CH:16][CH:15]=[CH:14][CH:13]=1.[Na+], predict the reaction product. The product is: [N+:1]([C:4]1[CH:11]=[CH:10][CH:9]=[C:6]([CH2:7][S:18][C:12]2[CH:17]=[CH:16][CH:15]=[CH:14][CH:13]=2)[CH:5]=1)([O-:3])=[O:2]. (5) The product is: [CH2:1]([N:8]1[C:16]2[C:11](=[CH:12][C:13]([NH:18][C:19]3[CH:28]=[CH:27][C:26]([Cl:29])=[CH:25][C:20]=3[C:21]([O:23][CH3:24])=[O:22])=[CH:14][CH:15]=2)[CH:10]=[CH:9]1)[C:2]1[CH:7]=[CH:6][CH:5]=[CH:4][CH:3]=1. Given the reactants [CH2:1]([N:8]1[C:16]2[C:11](=[CH:12][C:13](Br)=[CH:14][CH:15]=2)[CH:10]=[CH:9]1)[C:2]1[CH:7]=[CH:6][CH:5]=[CH:4][CH:3]=1.[NH2:18][C:19]1[CH:28]=[CH:27][C:26]([Cl:29])=[CH:25][C:20]=1[C:21]([O:23][CH3:24])=[O:22].C(=O)([O-])[O-].[Cs+].[Cs+].C1(C)C=CC=CC=1, predict the reaction product.